Task: Regression. Given two drug SMILES strings and cell line genomic features, predict the synergy score measuring deviation from expected non-interaction effect.. Dataset: NCI-60 drug combinations with 297,098 pairs across 59 cell lines (1) Drug 1: C1CCC(C(C1)N)N.C(=O)(C(=O)[O-])[O-].[Pt+4]. Synergy scores: CSS=53.6, Synergy_ZIP=-4.99, Synergy_Bliss=-1.09, Synergy_Loewe=-0.269, Synergy_HSA=1.46. Cell line: MDA-MB-435. Drug 2: CC1C(C(CC(O1)OC2CC(CC3=C2C(=C4C(=C3O)C(=O)C5=C(C4=O)C(=CC=C5)OC)O)(C(=O)CO)O)N)O.Cl. (2) Drug 1: C1C(C(OC1N2C=NC3=C(N=C(N=C32)Cl)N)CO)O. Drug 2: CCCCC(=O)OCC(=O)C1(CC(C2=C(C1)C(=C3C(=C2O)C(=O)C4=C(C3=O)C=CC=C4OC)O)OC5CC(C(C(O5)C)O)NC(=O)C(F)(F)F)O. Cell line: UACC-257. Synergy scores: CSS=67.7, Synergy_ZIP=-2.71, Synergy_Bliss=-2.20, Synergy_Loewe=-3.92, Synergy_HSA=-0.977. (3) Cell line: MCF7. Drug 1: C1=CC=C(C(=C1)C(C2=CC=C(C=C2)Cl)C(Cl)Cl)Cl. Drug 2: CC1C(C(CC(O1)OC2CC(CC3=C2C(=C4C(=C3O)C(=O)C5=CC=CC=C5C4=O)O)(C(=O)C)O)N)O. Synergy scores: CSS=42.5, Synergy_ZIP=-2.91, Synergy_Bliss=-2.23, Synergy_Loewe=-8.21, Synergy_HSA=2.44. (4) Drug 1: C1=CC(=C2C(=C1NCCNCCO)C(=O)C3=C(C=CC(=C3C2=O)O)O)NCCNCCO. Drug 2: C1=NC(=NC(=O)N1C2C(C(C(O2)CO)O)O)N. Cell line: UACC62. Synergy scores: CSS=42.8, Synergy_ZIP=2.20, Synergy_Bliss=4.43, Synergy_Loewe=6.29, Synergy_HSA=7.71. (5) Synergy scores: CSS=80.9, Synergy_ZIP=9.84, Synergy_Bliss=8.09, Synergy_Loewe=-8.73, Synergy_HSA=8.91. Cell line: HT29. Drug 1: CC1=C(C=C(C=C1)NC(=O)C2=CC=C(C=C2)CN3CCN(CC3)C)NC4=NC=CC(=N4)C5=CN=CC=C5. Drug 2: CC1CCCC2(C(O2)CC(NC(=O)CC(C(C(=O)C(C1O)C)(C)C)O)C(=CC3=CSC(=N3)C)C)C.